From a dataset of Full USPTO retrosynthesis dataset with 1.9M reactions from patents (1976-2016). Predict the reactants needed to synthesize the given product. Given the product [NH2:10][C:6]1[C:7]([F:9])=[CH:8][C:3]([C:1]#[N:2])=[C:4]([CH2:13][C:14]([O:16][CH2:17][CH3:18])=[O:15])[CH:5]=1, predict the reactants needed to synthesize it. The reactants are: [C:1]([C:3]1[CH:8]=[C:7]([F:9])[C:6]([N+:10]([O-])=O)=[CH:5][C:4]=1[CH2:13][C:14]([O:16][CH2:17][CH3:18])=[O:15])#[N:2].